Dataset: Full USPTO retrosynthesis dataset with 1.9M reactions from patents (1976-2016). Task: Predict the reactants needed to synthesize the given product. (1) Given the product [CH2:2]([NH:9][S:25]([C:22]1[CH:21]=[CH:20][C:19]([O:18][CH3:17])=[CH:24][CH:23]=1)(=[O:27])=[O:26])[C:3]1[CH:8]=[CH:7][CH:6]=[CH:5][CH:4]=1, predict the reactants needed to synthesize it. The reactants are: Cl.[CH2:2]([NH2:9])[C:3]1[CH:8]=[CH:7][CH:6]=[CH:5][CH:4]=1.C(N(CC)CC)C.[CH3:17][O:18][C:19]1[CH:24]=[CH:23][C:22]([S:25](Cl)(=[O:27])=[O:26])=[CH:21][CH:20]=1. (2) The reactants are: [OH:1][C:2]1[CH:9]=[CH:8][C:5]([CH:6]=[O:7])=[C:4]([O:10][CH3:11])[CH:3]=1.[F:12][C:13]([F:26])([F:25])[S:14](O[S:14]([C:13]([F:26])([F:25])[F:12])(=[O:16])=[O:15])(=[O:16])=[O:15]. Given the product [CH:6]([C:5]1[CH:8]=[CH:9][C:2]([O:1][S:14]([C:13]([F:26])([F:25])[F:12])(=[O:16])=[O:15])=[CH:3][C:4]=1[O:10][CH3:11])=[O:7], predict the reactants needed to synthesize it. (3) The reactants are: [CH3:1][O:2][C:3]1[C:13]([N+:14]([O-])=O)=[CH:12][CH:11]=[CH:10][C:4]=1[C:5]([O:7][CH2:8][CH3:9])=[O:6].O. Given the product [NH2:14][C:13]1[C:3]([O:2][CH3:1])=[C:4]([CH:10]=[CH:11][CH:12]=1)[C:5]([O:7][CH2:8][CH3:9])=[O:6], predict the reactants needed to synthesize it.